This data is from Acute oral toxicity (LD50) regression data from Zhu et al.. The task is: Regression/Classification. Given a drug SMILES string, predict its toxicity properties. Task type varies by dataset: regression for continuous values (e.g., LD50, hERG inhibition percentage) or binary classification for toxic/non-toxic outcomes (e.g., AMES mutagenicity, cardiotoxicity, hepatotoxicity). Dataset: ld50_zhu. The compound is COCC(=O)N(C)C(=O)Oc1ccccc1OC(C)C. The rat oral LD50 is 3.60, given as -log10 of the dose in mol/kg body weight (higher means more acutely toxic).